Dataset: Catalyst prediction with 721,799 reactions and 888 catalyst types from USPTO. Task: Predict which catalyst facilitates the given reaction. Product: [CH2:1]([C@@:4]1([C:28]2[CH:33]=[CH:32][C:31]([F:34])=[CH:30][CH:29]=2)[O:9][C:8](=[O:10])[N:7]([C@H:11]([C:13]2[CH:18]=[CH:17][C:16]([C:36]3[C:37](=[O:42])[NH:38][CH:39]=[CH:40][CH:41]=3)=[CH:15][CH:14]=2)[CH3:12])[CH2:6][CH2:5]1)[CH:2]=[CH2:3]. The catalyst class is: 294. Reactant: [CH2:1]([C@@:4]1([C:28]2[CH:33]=[CH:32][C:31]([F:34])=[CH:30][CH:29]=2)[O:9][C:8](=[O:10])[N:7]([C@H:11]([C:13]2[CH:18]=[CH:17][C:16](B3OC(C)(C)C(C)(C)O3)=[CH:15][CH:14]=2)[CH3:12])[CH2:6][CH2:5]1)[CH:2]=[CH2:3].Br[C:36]1[C:37]([OH:42])=[N:38][CH:39]=[CH:40][CH:41]=1.C([O-])([O-])=O.[Na+].[Na+].